From a dataset of Forward reaction prediction with 1.9M reactions from USPTO patents (1976-2016). Predict the product of the given reaction. (1) Given the reactants [NH2:1][C:2]1[N:7]=[CH:6][N:5]=[C:4]2[N:8]([C@@H:27]3[CH2:31][CH2:30][NH:29][CH2:28]3)[N:9]=[C:10]([C:11]3[CH:26]=[CH:25][C:14]([C:15]([NH:17][C:18]4[CH:23]=[C:22]([CH3:24])[CH:21]=[CH:20][N:19]=4)=[O:16])=[CH:13][CH:12]=3)[C:3]=12.CCN(C(C)C)C(C)C.[C:41](Cl)(=[O:44])[CH:42]=[CH2:43], predict the reaction product. The product is: [C:41]([N:29]1[CH2:30][CH2:31][C@@H:27]([N:8]2[C:4]3=[N:5][CH:6]=[N:7][C:2]([NH2:1])=[C:3]3[C:10]([C:11]3[CH:12]=[CH:13][C:14]([C:15]([NH:17][C:18]4[CH:23]=[C:22]([CH3:24])[CH:21]=[CH:20][N:19]=4)=[O:16])=[CH:25][CH:26]=3)=[N:9]2)[CH2:28]1)(=[O:44])[CH:42]=[CH2:43]. (2) Given the reactants [N:1]1([C:14]([O:16][C:17]([CH3:20])([CH3:19])[CH3:18])=[O:15])[CH2:10][C:9]2[C:4](=[CH:5][CH:6]=[CH:7][CH:8]=2)[CH2:3][C@@H:2]1[C:11]([OH:13])=O.Cl.[CH3:22][N:23](C)[OH:24].F[P-](F)(F)(F)(F)F.Br[P+](N1CCCC1)(N1CCCC1)N1CCC[CH2:36]1.C(NC(C)C)(C)C, predict the reaction product. The product is: [CH3:36][O:24][N:23]([CH3:22])[C:11]([C@H:2]1[CH2:3][C:4]2[C:9](=[CH:8][CH:7]=[CH:6][CH:5]=2)[CH2:10][N:1]1[C:14]([O:16][C:17]([CH3:20])([CH3:19])[CH3:18])=[O:15])=[O:13]. (3) Given the reactants [NH2:1][C:2]1[CH:7]=[CH:6][C:5]([CH2:8][CH2:9][O:10][C:11]2[CH:12]=[C:13]([OH:18])[CH:14]=[C:15]([CH3:17])[CH:16]=2)=[C:4]([CH:19]=[N:20][C:21]([O:23][C:24]([CH3:27])([CH3:26])[CH3:25])=[O:22])[CH:3]=1.[Cl:28][C:29]1[CH:34]=[CH:33][CH:32]=[CH:31][C:30]=1[S:35](Cl)(=[O:37])=[O:36], predict the reaction product. The product is: [Cl:28][C:29]1[CH:34]=[CH:33][CH:32]=[CH:31][C:30]=1[S:35]([O:18][C:13]1[CH:14]=[C:15]([CH3:17])[CH:16]=[C:11]([O:10][CH2:9][CH2:8][C:5]2[CH:6]=[CH:7][C:2]([NH2:1])=[CH:3][C:4]=2[CH:19]=[N:20][C:21]([O:23][C:24]([CH3:27])([CH3:26])[CH3:25])=[O:22])[CH:12]=1)(=[O:37])=[O:36]. (4) Given the reactants [OH:1][C:2]1[CH:7]=[CH:6][C:5]([C@H:8]2[CH2:13][CH2:12][C@H:11]([CH2:14][C:15]([O:17][CH3:18])=[O:16])[CH2:10][CH2:9]2)=[CH:4][CH:3]=1.C(N(C(C)C)C(C)C)C.[F:28][C:29]([F:35])([F:34])[S:30](Cl)(=[O:32])=[O:31].C(=O)([O-])O.[Na+], predict the reaction product. The product is: [F:28][C:29]([F:35])([F:34])[S:30]([O:1][C:2]1[CH:3]=[CH:4][C:5]([C@H:8]2[CH2:9][CH2:10][C@H:11]([CH2:14][C:15]([O:17][CH3:18])=[O:16])[CH2:12][CH2:13]2)=[CH:6][CH:7]=1)(=[O:32])=[O:31]. (5) Given the reactants [C:1]([O:5][C:6]([N:8]1[CH2:13][CH2:12][N:11]2[C:14]([CH:19]3[CH2:21][CH2:20]3)=[N:15][C:16]([CH:17]=[CH2:18])=[C:10]2[CH:9]1[CH2:22][CH2:23][C:24]1[CH:29]=[CH:28][C:27]([C:30]([F:33])([F:32])[F:31])=[C:26]([F:34])[CH:25]=1)=[O:7])([CH3:4])([CH3:3])[CH3:2], predict the reaction product. The product is: [C:1]([O:5][C:6]([N:8]1[CH2:13][CH2:12][N:11]2[C:14]([CH:19]3[CH2:21][CH2:20]3)=[N:15][C:16]([CH2:17][CH3:18])=[C:10]2[CH:9]1[CH2:22][CH2:23][C:24]1[CH:29]=[CH:28][C:27]([C:30]([F:32])([F:33])[F:31])=[C:26]([F:34])[CH:25]=1)=[O:7])([CH3:2])([CH3:3])[CH3:4]. (6) Given the reactants [CH2:1]([C:3]1[CH:9]=[CH:8][CH:7]=[C:6]([CH3:10])[C:4]=1[NH2:5])[CH3:2].[Br:11]N1C(=O)CCC1=O.[Na+].[Cl-], predict the reaction product. The product is: [Br:11][C:8]1[CH:7]=[C:6]([CH3:10])[C:4]([NH2:5])=[C:3]([CH2:1][CH3:2])[CH:9]=1. (7) Given the reactants Cl.Cl.[NH2:3][CH2:4][C@:5]1([OH:13])[CH2:11][N:10]2[CH2:12][C@@H:6]1[CH2:7][CH2:8][CH2:9]2.[N:14]([C:17]1[N:18]=[CH:19][C:20]2[C:25]([CH:26]=1)=[CH:24][CH:23]=[CH:22][CH:21]=2)=[C:15]=S.C(=O)([O-])[O-].[Cs+].[Cs+].C(N=C=NC(C)C)(C)C, predict the reaction product. The product is: [CH:19]1[C:20]2[C:25](=[CH:24][CH:23]=[CH:22][CH:21]=2)[CH:26]=[C:17]([NH:14][C:15]2[O:13][C@:5]3([CH2:11][N:10]4[CH2:12][C@@H:6]3[CH2:7][CH2:8][CH2:9]4)[CH2:4][N:3]=2)[N:18]=1.